From a dataset of Forward reaction prediction with 1.9M reactions from USPTO patents (1976-2016). Predict the product of the given reaction. (1) Given the reactants [C:1]([C:3]1[CH:8]=[CH:7][C:6]([CH:9]2[N:13]3[CH:14]=[CH:15][N:16]=[C:12]3[CH2:11][CH2:10]2)=[CH:5][CH:4]=1)#[N:2].[C:17]([O-])(=[O:19])C.[Na+].C(O)(=O)C.C=O.C([O-])(O)=O.[Na+], predict the reaction product. The product is: [C:1]([C:3]1[CH:4]=[CH:5][C:6]([CH:9]2[N:13]3[C:14]([CH2:17][OH:19])=[CH:15][N:16]=[C:12]3[CH2:11][CH2:10]2)=[CH:7][CH:8]=1)#[N:2]. (2) Given the reactants [CH:1]1([N:4]2[C:8]3[C:9]([O:23][C@@H:24]([C@H:26]4[CH2:30][N:29]([C@@H](C5C=CC(OC)=CC=5)C)[C:28](=[O:41])[CH2:27]4)[CH3:25])=[N:10][C:11]([C:13]4[CH:18]=[CH:17][C:16]([O:19][CH3:20])=[C:15]([O:21][CH3:22])[CH:14]=4)=[CH:12][C:7]=3[N:6]=[CH:5]2)[CH2:3][CH2:2]1, predict the reaction product. The product is: [CH:1]1([N:4]2[C:8]3[C:9]([O:23][C@@H:24]([C@H:26]4[CH2:30][NH:29][C:28](=[O:41])[CH2:27]4)[CH3:25])=[N:10][C:11]([C:13]4[CH:18]=[CH:17][C:16]([O:19][CH3:20])=[C:15]([O:21][CH3:22])[CH:14]=4)=[CH:12][C:7]=3[N:6]=[CH:5]2)[CH2:3][CH2:2]1.